This data is from Reaction yield outcomes from USPTO patents with 853,638 reactions. The task is: Predict the reaction yield, written as a fraction of the theoretical maximum amount of product (1.0 means a 100% yield; for example, 0.34 means a 34% yield). (1) The reactants are C([O:3][C:4](=O)[CH2:5][C:6]([C@H:8]1[CH2:13][CH2:12][N:11]([C:14]([O:16][CH3:17])=[O:15])[C@@H:10]([C:18]2[CH:19]=[N:20][C:21]([C:24]([F:27])([F:26])[F:25])=[CH:22][CH:23]=2)[CH2:9]1)=[O:7])C.[OH-].[Na+].[NH2:31]O.Cl. The catalyst is CO. The product is [O:3]=[C:4]1[CH:5]=[C:6]([C@H:8]2[CH2:13][CH2:12][N:11]([C:14]([O:16][CH3:17])=[O:15])[C@@H:10]([C:18]3[CH:19]=[N:20][C:21]([C:24]([F:27])([F:26])[F:25])=[CH:22][CH:23]=3)[CH2:9]2)[O:7][NH:31]1. The yield is 0.160. (2) The reactants are C[N:2](C)[CH:3]=[CH:4][C:5]([C:7]1[C:12](=[O:13])[CH:11]=[CH:10][N:9]([C:14]2[CH:19]=[CH:18][CH:17]=[C:16]([C:20]([F:23])([F:22])[F:21])[CH:15]=2)[N:8]=1)=O.[NH2:25]N.O.Cl. The catalyst is CO. The product is [NH:25]1[C:5]([C:7]2[C:12](=[O:13])[CH:11]=[CH:10][N:9]([C:14]3[CH:19]=[CH:18][CH:17]=[C:16]([C:20]([F:23])([F:22])[F:21])[CH:15]=3)[N:8]=2)=[CH:4][CH:3]=[N:2]1. The yield is 0.400. (3) The reactants are [S:1]1[CH2:5][C@@H:4]([CH2:6][OH:7])[NH:3][CH2:2]1.[Cl:8][CH2:9][CH:10]1[CH2:12]O1. No catalyst specified. The product is [Cl:8][CH2:9][CH:10]1[O:7][CH2:6][C@@H:4]2[CH2:5][S:1][CH2:2][N:3]2[CH2:12]1. The yield is 0.0240. (4) The reactants are [CH3:1][C:2]1[CH:6]=[C:5]([C:7]([O:9][CH2:10][CH3:11])=[O:8])[N:4]([C:12]2[C:17]([Cl:18])=[CH:16][C:15]([Cl:19])=[CH:14][C:13]=2[Cl:20])[N:3]=1.FC(F)(F)C(OC(=O)C(F)(F)F)=O.[N+:34]([O-])([O-:36])=[O:35].[NH4+].C(=O)([O-])[O-].[K+].[K+]. The catalyst is FC(F)(F)C(O)=O. The product is [CH3:1][C:2]1[C:6]([N+:34]([O-:36])=[O:35])=[C:5]([C:7]([O:9][CH2:10][CH3:11])=[O:8])[N:4]([C:12]2[C:13]([Cl:20])=[CH:14][C:15]([Cl:19])=[CH:16][C:17]=2[Cl:18])[N:3]=1. The yield is 0.660. (5) The reactants are C([O:5][C:6](=[O:40])[CH2:7][O:8][C:9]1[C:14]2[CH2:15][CH2:16][CH2:17][CH2:18][CH:19]([N:20]([S:22]([C:25]3[CH:26]=[C:27]([C:31]4[CH:36]=[CH:35][CH:34]=[C:33]([CH:37]([CH3:39])[CH3:38])[CH:32]=4)[CH:28]=[CH:29][CH:30]=3)(=[O:24])=[O:23])[CH3:21])[C:13]=2[CH:12]=[CH:11][CH:10]=1)(C)(C)C.[OH-].[Na+]. No catalyst specified. The product is [CH:37]([C:33]1[CH:32]=[C:31]([C:27]2[CH:28]=[CH:29][CH:30]=[C:25]([S:22]([N:20]([CH3:21])[CH:19]3[C:13]4[CH:12]=[CH:11][CH:10]=[C:9]([O:8][CH2:7][C:6]([OH:40])=[O:5])[C:14]=4[CH2:15][CH2:16][CH2:17][CH2:18]3)(=[O:24])=[O:23])[CH:26]=2)[CH:36]=[CH:35][CH:34]=1)([CH3:39])[CH3:38]. The yield is 0.420. (6) The reactants are ClC(Cl)(O[C:5](=[O:11])OC(Cl)(Cl)Cl)Cl.[CH3:13][C:14]1[CH:19]=[C:18]([C:20]2[CH:21]=[CH:22][C:23]3[N:30]4[CH2:31][C@H:26]([CH2:27][CH2:28][CH2:29]4)[NH:25][C:24]=3[N:32]=2)[CH:17]=[CH:16][N:15]=1.C(N(CC)CC)C.[CH3:40][C:41]1[N:46]=[C:45]([NH2:47])[CH:44]=[N:43][CH:42]=1. The catalyst is O1CCCC1. The product is [CH3:40][C:41]1[N:46]=[C:45]([NH:47][C:5]([N:25]2[C@@H:26]3[CH2:31][N:30]([CH2:29][CH2:28][CH2:27]3)[C:23]3[CH:22]=[CH:21][C:20]([C:18]4[CH:17]=[CH:16][N:15]=[C:14]([CH3:13])[CH:19]=4)=[N:32][C:24]2=3)=[O:11])[CH:44]=[N:43][CH:42]=1. The yield is 0.290.